Task: Predict which catalyst facilitates the given reaction.. Dataset: Catalyst prediction with 721,799 reactions and 888 catalyst types from USPTO (1) Reactant: [O:1]1[C:6]2[CH:7]=[CH:8][C:9]([CH:11]=O)=[CH:10][C:5]=2[O:4][CH2:3][CH2:2]1.[NH:13]1[CH2:18][CH2:17][CH:16]([NH:19][C:20](=[O:26])[O:21][C:22]([CH3:25])([CH3:24])[CH3:23])[CH2:15][CH2:14]1.C(O[BH-](OC(=O)C)OC(=O)C)(=O)C.[Na+].C(=O)([O-])O.[Na+]. Product: [O:1]1[C:6]2[CH:7]=[CH:8][C:9]([CH2:11][N:13]3[CH2:14][CH2:15][CH:16]([NH:19][C:20](=[O:26])[O:21][C:22]([CH3:24])([CH3:23])[CH3:25])[CH2:17][CH2:18]3)=[CH:10][C:5]=2[O:4][CH2:3][CH2:2]1. The catalyst class is: 671. (2) Reactant: [NH2:1][C@H:2]([C:5]1[N:14]([C:15]2[CH:20]=[CH:19][CH:18]=[CH:17][C:16]=2[CH3:21])[C:13](=[O:22])[C:12]2[C:7](=[CH:8][CH:9]=[CH:10][C:11]=2[Cl:23])[N:6]=1)[CH2:3][CH3:4].Cl[C:25]1[N:30]=[CH:29][N:28]=[C:27]([NH2:31])[C:26]=1[C:32]1[O:33][C:34]([CH3:37])=[N:35][N:36]=1.CCN(C(C)C)C(C)C. Product: [NH2:31][C:27]1[N:28]=[CH:29][N:30]=[C:25]([NH:1][C@H:2]([C:5]2[N:14]([C:15]3[CH:20]=[CH:19][CH:18]=[CH:17][C:16]=3[CH3:21])[C:13](=[O:22])[C:12]3[C:7](=[CH:8][CH:9]=[CH:10][C:11]=3[Cl:23])[N:6]=2)[CH2:3][CH3:4])[C:26]=1[C:32]1[O:33][C:34]([CH3:37])=[N:35][N:36]=1. The catalyst class is: 114.